This data is from Catalyst prediction with 721,799 reactions and 888 catalyst types from USPTO. The task is: Predict which catalyst facilitates the given reaction. Reactant: Cl.[CH2:2]([O:4][C:5]([CH:7]1[CH2:12][CH2:11][N:10](CC2C=CC=CC=2)[CH2:9][C:8]1=[O:20])=[O:6])[CH3:3].[C:29](O[C:29]([O:31][C:32]([CH3:35])([CH3:34])[CH3:33])=[O:30])([O:31][C:32]([CH3:35])([CH3:34])[CH3:33])=[O:30].CCN(CC)CC. Product: [CH2:2]([O:4][C:5]([CH:7]1[CH2:12][CH2:11][N:10]([C:29]([O:31][C:32]([CH3:33])([CH3:34])[CH3:35])=[O:30])[CH2:9][C:8]1=[O:20])=[O:6])[CH3:3]. The catalyst class is: 320.